The task is: Predict the reactants needed to synthesize the given product.. This data is from Full USPTO retrosynthesis dataset with 1.9M reactions from patents (1976-2016). (1) Given the product [C:5]1([C@H:9]2[O:13][C:12](=[O:14])[NH:11][C@@H:10]2[C:15]2[CH:20]=[CH:19][N:31]=[C:17]([C:21]#[C:22][C:23]3[CH:28]=[CH:27][CH:26]=[CH:25][CH:24]=3)[CH:16]=2)[CH:4]=[CH:3][CH:8]=[CH:7][CH:6]=1, predict the reactants needed to synthesize it. The reactants are: CO[C:3]1[CH:4]=[C:5]([C@H:9]2[O:13][C:12](=[O:14])[NH:11][C@@H:10]2[C:15]2[CH:20]=[CH:19]C=[C:17]([C:21]#[C:22][C:23]3[CH:28]=[CH:27][CH:26]=[CH:25][CH:24]=3)[CH:16]=2)[CH:6]=[CH:7][CH:8]=1.BrC1C=C([C@@H]2[C@@H](C3C=CC=CC=3)OC(=O)N2)C=C[N:31]=1.C1(C#C)C=CC=CC=1. (2) Given the product [Si:7]([O:24][CH2:25][C:26]1[C:27]([N:40]2[CH2:41][C@H:42]([CH3:47])[O:43][C@H:44]([CH3:46])[CH2:45]2)=[C:28]([F:39])[C:29]([F:38])=[C:30]([C:32](=[N:49][OH:50])[C:33]([F:36])([F:35])[F:34])[CH:31]=1)([C:20]([CH3:21])([CH3:23])[CH3:22])([C:14]1[CH:15]=[CH:16][CH:17]=[CH:18][CH:19]=1)[C:8]1[CH:13]=[CH:12][CH:11]=[CH:10][CH:9]=1, predict the reactants needed to synthesize it. The reactants are: N1C=CC=CC=1.[Si:7]([O:24][CH2:25][C:26]1[C:27]([N:40]2[CH2:45][C@H:44]([CH3:46])[O:43][C@H:42]([CH3:47])[CH2:41]2)=[C:28]([F:39])[C:29]([F:38])=[C:30]([C:32](=O)[C:33]([F:36])([F:35])[F:34])[CH:31]=1)([C:20]([CH3:23])([CH3:22])[CH3:21])([C:14]1[CH:19]=[CH:18][CH:17]=[CH:16][CH:15]=1)[C:8]1[CH:13]=[CH:12][CH:11]=[CH:10][CH:9]=1.Cl.[NH2:49][OH:50]. (3) Given the product [N:18]1([C:2]2[CH:3]=[C:4]3[CH2:10][C@:9]4([CH:15]5[CH2:16][CH2:17][N:12]([CH2:13][CH2:14]5)[CH2:11]4)[O:8][C:5]3=[N:6][CH:7]=2)[CH2:21][CH2:20][CH2:19]1, predict the reactants needed to synthesize it. The reactants are: Br[C:2]1[CH:3]=[C:4]2[CH2:10][C@:9]3([CH:15]4[CH2:16][CH2:17][N:12]([CH2:13][CH2:14]4)[CH2:11]3)[O:8][C:5]2=[N:6][CH:7]=1.[NH:18]1[CH2:21][CH2:20][CH2:19]1.CC(C)([O-])C.[Na+].C1(P(C2C=CC=CC=2)C2C=CC3C(=CC=CC=3)C=2C2C3C(=CC=CC=3)C=CC=2P(C2C=CC=CC=2)C2C=CC=CC=2)C=CC=CC=1. (4) Given the product [CH3:1][O:2][C:3]1[CH:4]=[CH:5][C:6]([C@@H:9]2[CH2:11][C@H:10]2[NH2:12])=[CH:7][CH:8]=1, predict the reactants needed to synthesize it. The reactants are: [CH3:1][O:2][C:3]1[CH:8]=[CH:7][C:6]([C@@H:9]2[CH2:11][C@H:10]2[NH:12]C(=O)OC(C)(C)C)=[CH:5][CH:4]=1. (5) Given the product [CH3:29][C:30]1([CH3:59])[CH2:39][CH:38]=[C:37]([C:40]2[CH:45]=[CH:44][CH:43]=[CH:42][CH:41]=2)[C:36]2[CH:35]=[C:34]([C:46]#[C:47][C:48]3[CH:49]=[CH:50][C:51]([C:52]([OH:54])=[O:53])=[CH:57][CH:58]=3)[CH:33]=[CH:32][C:31]1=2, predict the reactants needed to synthesize it. The reactants are: CC1(C)CC=C(C2SC=CN=2)C2C=C(C#CC3C=CC(C(O)=O)=CC=3)C=CC1=2.[CH3:29][C:30]1([CH3:59])[CH2:39][CH:38]=[C:37]([C:40]2[CH:45]=[CH:44][CH:43]=[CH:42][CH:41]=2)[C:36]2[CH:35]=[C:34]([C:46]#[C:47][C:48]3[CH:58]=[CH:57][C:51]([C:52]([O:54]CC)=[O:53])=[CH:50][CH:49]=3)[CH:33]=[CH:32][C:31]1=2. (6) Given the product [C:9]1([N:15]2[CH2:20][CH2:19][N:18]([C:2]([NH:1][C:4](=[O:5])[O:6][CH2:7][CH3:8])=[S:3])[CH2:17][CH2:16]2)[CH:14]=[CH:13][CH:12]=[CH:11][CH:10]=1, predict the reactants needed to synthesize it. The reactants are: [N:1]([C:4]([O:6][CH2:7][CH3:8])=[O:5])=[C:2]=[S:3].[C:9]1([N:15]2[CH2:20][CH2:19][NH:18][CH2:17][CH2:16]2)[CH:14]=[CH:13][CH:12]=[CH:11][CH:10]=1. (7) Given the product [CH2:12]([O:14][C:15](=[O:35])[CH:16]=[C:17]([C:8]1[CH:9]=[C:10]2[C:5](=[CH:6][CH:7]=1)[NH:4][CH:3]=[C:2]2[CH3:1])[C:18]1[CH:23]=[CH:22][CH:21]=[CH:20][CH:19]=1)[CH3:13], predict the reactants needed to synthesize it. The reactants are: [CH3:1][C:2]1[C:10]2[C:5](=[CH:6][CH:7]=[C:8](Br)[CH:9]=2)[NH:4][CH:3]=1.[CH2:12]([O:14][C:15](=[O:35])[CH:16]=[C:17](C1C=CC=C2C=1C(C#N)=CN2)[C:18]1[CH:23]=[CH:22][CH:21]=[CH:20][CH:19]=1)[CH3:13]. (8) Given the product [F:3][C:4]1[CH:5]=[CH:6][C:7]([N:10]2[CH2:15][CH:14]3[C:12]([C:16]([OH:18])=[O:17])([CH2:13]3)[C:11]2=[O:20])=[CH:8][CH:9]=1, predict the reactants needed to synthesize it. The reactants are: [Li+].[OH-].[F:3][C:4]1[CH:9]=[CH:8][C:7]([N:10]2[CH2:15][CH:14]3[C:12]([C:16]([O:18]C)=[O:17])([CH2:13]3)[C:11]2=[O:20])=[CH:6][CH:5]=1.Cl. (9) Given the product [O-:40][N+:9]1[C:10]2[CH:11]=[C:12]([O:16][CH2:17][CH2:18][CH2:19][CH2:20][CH2:21][CH2:22][NH:23][C:24](=[O:30])[O:25][C:26]([CH3:29])([CH3:28])[CH3:27])[CH:13]=[CH:14][C:15]=2[C:6]2[S:5][C:4]([CH2:1][CH2:2][CH3:3])=[N:31][C:7]=2[CH:8]=1, predict the reactants needed to synthesize it. The reactants are: [CH2:1]([C:4]1[S:5][C:6]2[C:15]3[CH:14]=[CH:13][C:12]([O:16][CH2:17][CH2:18][CH2:19][CH2:20][CH2:21][CH2:22][NH:23][C:24](=[O:30])[O:25][C:26]([CH3:29])([CH3:28])[CH3:27])=[CH:11][C:10]=3[N:9]=[CH:8][C:7]=2[N:31]=1)[CH2:2][CH3:3].C1C=C(Cl)C=C(C(OO)=[O:40])C=1. (10) Given the product [OH:15][C:14]1[C:2]([CH3:1])=[C:3]2[C:11](=[C:12]([CH:17]=[O:18])[C:13]=1[CH3:16])[O:10][C:6]1([CH2:7][CH2:8][CH2:9]1)[CH2:5][CH2:4]2, predict the reactants needed to synthesize it. The reactants are: [CH3:1][C:2]1[C:14]([OH:15])=[C:13]([CH3:16])[CH:12]=[C:11]2[C:3]=1[CH2:4][CH2:5][C:6]1([O:10]2)[CH2:9][CH2:8][CH2:7]1.[CH3:17][O:18]C(Cl)Cl.O.